Dataset: Reaction yield outcomes from USPTO patents with 853,638 reactions. Task: Predict the reaction yield, written as a fraction of the theoretical maximum amount of product (1.0 means a 100% yield; for example, 0.34 means a 34% yield). (1) The reactants are [C:1]([O:5][C:6]([N:8]1[CH2:13][CH2:12][NH:11][CH2:10][CH2:9]1)=[O:7])([CH3:4])([CH3:3])[CH3:2].[H-].[Na+].Br[CH:17]1[CH2:21][CH2:20][CH2:19][CH2:18]1. The catalyst is CN(C)C=O. The product is [C:1]([O:5][C:6]([N:8]1[CH2:13][CH2:12][N:11]([CH:17]2[CH2:21][CH2:20][CH2:19][CH2:18]2)[CH2:10][CH2:9]1)=[O:7])([CH3:4])([CH3:2])[CH3:3]. The yield is 0.290. (2) The reactants are [OH:1][C:2]1[CH:3]=[C:4]([NH:8][C:9](=[O:11])[CH3:10])[CH:5]=[CH:6][CH:7]=1.[CH2:12]=O.O.[NH:15]1[CH2:19][CH2:18][CH2:17][CH2:16]1. The catalyst is CCO. The product is [OH:1][C:2]1[CH:3]=[C:4]([NH:8][C:9](=[O:11])[CH3:10])[CH:5]=[CH:6][C:7]=1[CH2:12][N:15]1[CH2:19][CH2:18][CH2:17][CH2:16]1. The yield is 0.290. (3) The reactants are C([O-])([O-])=O.[K+].[K+].[NH:7]1[CH2:11][CH2:10][CH2:9][CH2:8]1.Br[CH2:13][C:14]1[CH:15]=[C:16]([CH:19]=[CH:20][CH:21]=1)[CH:17]=[O:18]. The catalyst is C(O)C. The product is [N:7]1([CH2:13][C:14]2[CH:15]=[C:16]([CH:19]=[CH:20][CH:21]=2)[CH:17]=[O:18])[CH2:11][CH2:10][CH2:9][CH2:8]1. The yield is 0.880.